Dataset: TCR-epitope binding with 47,182 pairs between 192 epitopes and 23,139 TCRs. Task: Binary Classification. Given a T-cell receptor sequence (or CDR3 region) and an epitope sequence, predict whether binding occurs between them. (1) The TCR CDR3 sequence is CSVEDAASGSYEQYF. The epitope is HTTDPSFLGRY. Result: 1 (the TCR binds to the epitope). (2) The epitope is KPLEFGATSAAL. The TCR CDR3 sequence is CASSAGNGHTEAFF. Result: 0 (the TCR does not bind to the epitope). (3) The epitope is AYILFTRFFYV. The TCR CDR3 sequence is CASSLGAGGSDTQYF. Result: 1 (the TCR binds to the epitope). (4) The epitope is LPRRSGAAGA. The TCR CDR3 sequence is CASSVEQGISEAFF. Result: 1 (the TCR binds to the epitope). (5) The epitope is TFYLTNDVSFL. The TCR CDR3 sequence is CASSYGQGGYNEQFF. Result: 1 (the TCR binds to the epitope).